Dataset: NCI-60 drug combinations with 297,098 pairs across 59 cell lines. Task: Regression. Given two drug SMILES strings and cell line genomic features, predict the synergy score measuring deviation from expected non-interaction effect. (1) Drug 1: CC1CC2C3CCC4=CC(=O)C=CC4(C3(C(CC2(C1(C(=O)CO)O)C)O)F)C. Drug 2: CC1=C(C(=CC=C1)Cl)NC(=O)C2=CN=C(S2)NC3=CC(=NC(=N3)C)N4CCN(CC4)CCO. Cell line: T-47D. Synergy scores: CSS=5.41, Synergy_ZIP=-4.95, Synergy_Bliss=-8.84, Synergy_Loewe=-16.5, Synergy_HSA=-10.3. (2) Drug 1: CC1=C(C=C(C=C1)NC(=O)C2=CC=C(C=C2)CN3CCN(CC3)C)NC4=NC=CC(=N4)C5=CN=CC=C5. Drug 2: C1=NNC2=C1C(=O)NC=N2. Cell line: HOP-92. Synergy scores: CSS=0.742, Synergy_ZIP=-2.36, Synergy_Bliss=-4.22, Synergy_Loewe=-3.95, Synergy_HSA=-4.58. (3) Synergy scores: CSS=6.97, Synergy_ZIP=-16.0, Synergy_Bliss=-22.5, Synergy_Loewe=-25.3, Synergy_HSA=-19.2. Drug 2: C1C(C(OC1N2C=C(C(=O)NC2=O)F)CO)O. Drug 1: CC(C1=C(C=CC(=C1Cl)F)Cl)OC2=C(N=CC(=C2)C3=CN(N=C3)C4CCNCC4)N. Cell line: HOP-92. (4) Drug 1: CC1=C2C(C(=O)C3(C(CC4C(C3C(C(C2(C)C)(CC1OC(=O)C(C(C5=CC=CC=C5)NC(=O)OC(C)(C)C)O)O)OC(=O)C6=CC=CC=C6)(CO4)OC(=O)C)O)C)O. Drug 2: CC1CCC2CC(C(=CC=CC=CC(CC(C(=O)C(C(C(=CC(C(=O)CC(OC(=O)C3CCCCN3C(=O)C(=O)C1(O2)O)C(C)CC4CCC(C(C4)OC)OCCO)C)C)O)OC)C)C)C)OC. Cell line: SK-OV-3. Synergy scores: CSS=2.51, Synergy_ZIP=1.63, Synergy_Bliss=3.20, Synergy_Loewe=2.45, Synergy_HSA=1.26.